This data is from Reaction yield outcomes from USPTO patents with 853,638 reactions. The task is: Predict the reaction yield, written as a fraction of the theoretical maximum amount of product (1.0 means a 100% yield; for example, 0.34 means a 34% yield). (1) The reactants are [C:1](=[O:4])([O-])[O-].[K+].[K+].FC(F)O[C:10]1[CH:15]=[CH:14][C:13]([C:16](=O)[C:17]([C:19]2[CH:24]=[C:23]([CH3:25])[CH:22]=[C:21]([F:26])[CH:20]=2)=O)=C[C:11]=1C.[F:30][CH:31]([F:51])OC1C=CC(C(=O)C(C2C=CC=C(F)C=2)=O)=CC=1C.Cl.[CH3:53][NH:54][C:55]([NH2:57])=[NH:56].O1CCOC[CH2:59]1.[OH2:64]. The catalyst is C(O)C. The product is [NH2:56][C:55]1[N:54]([CH3:53])[C:1](=[O:4])[C:17]([C:16]2[CH:13]=[CH:14][C:15]([O:64][CH:31]([F:51])[F:30])=[C:10]([CH3:11])[CH:59]=2)([C:19]2[CH:24]=[C:23]([CH3:25])[CH:22]=[C:21]([F:26])[CH:20]=2)[N:57]=1. The yield is 0.750. (2) The reactants are [CH2:1]([O:8][C:9]([N:11]1[CH2:16][CH2:15][CH:14]([C:17]([OH:19])=O)[CH2:13][CH2:12]1)=[O:10])[C:2]1[CH:7]=[CH:6][CH:5]=[CH:4][CH:3]=1.S(Cl)(Cl)=O.CN(C=O)C.[NH2:29][C:30]1[S:31][C:32]([N:40]2[CH2:45][CH2:44][O:43][CH2:42][CH2:41]2)=[C:33]([C:35]2[O:36][CH:37]=[CH:38][CH:39]=2)[N:34]=1. The catalyst is ClCCl. The product is [CH2:1]([O:8][C:9]([N:11]1[CH2:12][CH2:13][CH:14]([C:17]([NH:29][C:30]2[S:31][C:32]([N:40]3[CH2:41][CH2:42][O:43][CH2:44][CH2:45]3)=[C:33]([C:35]3[O:36][CH:37]=[CH:38][CH:39]=3)[N:34]=2)=[O:19])[CH2:15][CH2:16]1)=[O:10])[C:2]1[CH:3]=[CH:4][CH:5]=[CH:6][CH:7]=1. The yield is 1.00.